Task: Predict the product of the given reaction.. Dataset: Forward reaction prediction with 1.9M reactions from USPTO patents (1976-2016) (1) Given the reactants [NH:1]([C:8]1[C:13]([Br:14])=[CH:12][N:11]=[C:10](Cl)[N:9]=1)[C:2]1[CH:7]=[CH:6][CH:5]=[CH:4][CH:3]=1.[NH2:16][C:17]1[CH:18]=[C:19]([CH:23]=[CH:24][CH:25]=1)[C:20]([OH:22])=[O:21], predict the reaction product. The product is: [NH:1]([C:8]1[C:13]([Br:14])=[CH:12][N:11]=[C:10]([NH:16][C:17]2[CH:25]=[CH:24][CH:23]=[C:19]([C:20]([OH:22])=[O:21])[CH:18]=2)[N:9]=1)[C:2]1[CH:7]=[CH:6][CH:5]=[CH:4][CH:3]=1. (2) Given the reactants [C:1]1([N:7]2[C:11]3[CH2:12][N:13](C(OC(C)(C)C)=O)[CH2:14][CH2:15][C:10]=3[N:9]=[CH:8]2)[CH:6]=[CH:5][CH:4]=[CH:3][CH:2]=1.Cl.O1CCOCC1.C(OCC)(=O)C, predict the reaction product. The product is: [C:1]1([N:7]2[C:11]3[CH2:12][NH:13][CH2:14][CH2:15][C:10]=3[N:9]=[CH:8]2)[CH:2]=[CH:3][CH:4]=[CH:5][CH:6]=1. (3) Given the reactants [Cl:1][C:2]1[CH:15]=[CH:14][C:5]([CH2:6][NH:7]C(=O)C(F)(F)F)=[CH:4][C:3]=1[N+:16]([O-:18])=[O:17].Cl, predict the reaction product. The product is: [ClH:1].[Cl:1][C:2]1[CH:15]=[CH:14][C:5]([CH2:6][NH2:7])=[CH:4][C:3]=1[N+:16]([O-:18])=[O:17]. (4) Given the reactants C(OC(=O)[NH:7][CH2:8][CH2:9][CH2:10][CH2:11][CH2:12][N:13]1[CH2:18][CH2:17][N:16]([CH2:19][CH2:20][CH2:21][CH2:22][CH2:23][NH:24]C(OC(C)(C)C)=O)[CH2:15][CH2:14]1)(C)(C)C.FC(F)(F)C(O)=O, predict the reaction product. The product is: [NH2:24][CH2:23][CH2:22][CH2:21][CH2:20][CH2:19][N:16]1[CH2:17][CH2:18][N:13]([CH2:12][CH2:11][CH2:10][CH2:9][CH2:8][NH2:7])[CH2:14][CH2:15]1. (5) Given the reactants [CH3:1][C:2]1[CH:3]=[CH:4][CH:5]=[C:6]2[C:11]=1[N:10]=[C:9]([C:12]1[CH:17]=[CH:16][CH:15]=[CH:14][C:13]=1[CH3:18])[C:8]([CH:19]=[O:20])=[CH:7]2.[CH3:21][Mg]Cl, predict the reaction product. The product is: [CH3:1][C:2]1[CH:3]=[CH:4][CH:5]=[C:6]2[C:11]=1[N:10]=[C:9]([C:12]1[CH:17]=[CH:16][CH:15]=[CH:14][C:13]=1[CH3:18])[C:8]([CH:19]([OH:20])[CH3:21])=[CH:7]2. (6) Given the reactants [CH3:1][O:2][C:3](=[O:26])[CH2:4][N:5]([CH2:17][C:18]1[CH:23]=[CH:22][C:21]([CH2:24][NH2:25])=[CH:20][CH:19]=1)[CH2:6][CH2:7][CH2:8][CH2:9][N:10]([CH2:14][CH2:15][CH3:16])[CH2:11][CH2:12][CH3:13].C(OC)(OC)OC.[C:34]([BH3-])#[N:35].[Na+].[CH3:38][N:39]1[CH:43]=[CH:42][N:41]=[C:40]1[CH:44]=O, predict the reaction product. The product is: [CH3:1][O:2][C:3](=[O:26])[CH2:4][N:5]([CH2:17][C:18]1[CH:23]=[CH:22][C:21]([CH2:24][N:25]([CH2:7][C:6]2[N:35]([CH3:34])[CH:3]=[CH:4][N:5]=2)[CH2:44][C:40]2[N:39]([CH3:38])[CH:43]=[CH:42][N:41]=2)=[CH:20][CH:19]=1)[CH2:6][CH2:7][CH2:8][CH2:9][N:10]([CH2:14][CH2:15][CH3:16])[CH2:11][CH2:12][CH3:13]. (7) Given the reactants [Si]([O:8][C:9]1([CH2:13][C@H:14]([NH:28][S:29]([C:31]([CH3:34])([CH3:33])[CH3:32])=[O:30])[C:15]2[C:16](F)=[N:17][C:18]([F:26])=[C:19]([CH2:21][C:22]([CH3:25])([CH3:24])[CH3:23])[CH:20]=2)[CH2:12]C[CH2:10]1)(C(C)(C)C)(C)C.CCCC[N+](CCCC)(CCCC)CCCC.[F-].[H-].[Na+], predict the reaction product. The product is: [F:26][C:18]1[N:17]=[C:16]2[O:8][C:9]([CH3:12])([CH3:10])[CH2:13][C@H:14]([NH:28][S:29]([C:31]([CH3:34])([CH3:33])[CH3:32])=[O:30])[C:15]2=[CH:20][C:19]=1[CH2:21][C:22]([CH3:25])([CH3:24])[CH3:23]. (8) Given the reactants [Cl:1][C:2]1[C:7]([O:8][CH3:9])=[CH:6][C:5]([C:10]2[C:14](N)=[C:13]([C:16]([O:18][CH3:19])=[O:17])[S:12][N:11]=2)=[C:4]([F:20])[CH:3]=1.N(OC(C)(C)C)=O, predict the reaction product. The product is: [Cl:1][C:2]1[C:7]([O:8][CH3:9])=[CH:6][C:5]([C:10]2[CH:14]=[C:13]([C:16]([O:18][CH3:19])=[O:17])[S:12][N:11]=2)=[C:4]([F:20])[CH:3]=1. (9) Given the reactants [Cl:1][S:2]([N:5]=C=O)(=[O:4])=[O:3].[F:8][C:9]1[CH:14]=[CH:13][C:12]([C:15]2[C:16]([NH2:26])=[N:17][NH:18][C:19]=2[C:20]2[CH:25]=[CH:24][N:23]=[CH:22][CH:21]=2)=[CH:11][CH:10]=1.[S:27](Cl)(=[O:30])(=[O:29])[NH2:28].C(N(CC)CC)C.[OH-].[NH4+], predict the reaction product. The product is: [S:2]([Cl:1])(=[O:4])(=[O:3])[NH2:5].[F:8][C:9]1[CH:10]=[CH:11][C:12]([C:15]2[C:16]([NH:26][S:27]([NH2:28])(=[O:30])=[O:29])=[N:17][NH:18][C:19]=2[C:20]2[CH:25]=[CH:24][N:23]=[CH:22][CH:21]=2)=[CH:13][CH:14]=1. (10) The product is: [C:4]1(=[O:5])[O:6][C:1](=[O:7])[CH:2]=[CH:3]1.[C:8]1([C:14]2[C:15]3([CH2:21][CH3:22])[CH2:20][CH:18]([CH:19]=2)[CH2:17][CH2:16]3)[CH:13]=[CH:12][CH:11]=[CH:10][CH:9]=1. Given the reactants [C:1]1(=[O:7])[O:6][C:4](=[O:5])[CH:3]=[CH:2]1.[C:8]1([C:14]2[C:15]3([CH2:21][CH3:22])[CH2:20][CH:18]([CH:19]=2)[CH2:17][CH2:16]3)[CH:13]=[CH:12][CH:11]=[CH:10][CH:9]=1.CC(N=NC(C#N)(C)C)(C#N)C.[OH-].[Na+].CO, predict the reaction product.